From a dataset of Full USPTO retrosynthesis dataset with 1.9M reactions from patents (1976-2016). Predict the reactants needed to synthesize the given product. (1) Given the product [CH2:10]([O:15][C:23](=[O:24])[CH:2]([C:3]1[CH:8]=[CH:7][CH:6]=[CH:5][CH:4]=1)[N:11]1[CH:12]=[CH:13][CH:14]=[C:9]([C:6]2[CH:5]=[CH:4][C:3]([C:2]([F:1])([F:16])[F:17])=[CH:8][CH:7]=2)[C:10]1=[O:15])[CH3:9], predict the reactants needed to synthesize it. The reactants are: [F:1][C:2]([F:17])([F:16])[C:3]1[CH:8]=[CH:7][C:6]([C:9]2[C:10](=[O:15])[NH:11][CH:12]=[CH:13][CH:14]=2)=[CH:5][CH:4]=1.[H-].[Na+].CN([CH:23]=[O:24])C. (2) Given the product [NH2:1][C:2]1[C:10]2[C:5](=[N:6][CH:7]=[CH:8][N:9]=2)[S:4][C:3]=1[C:11]([NH:48][C:49]1[CH:50]=[C:51]([NH:56][C:57](=[O:69])[C:58]2[CH:63]=[CH:62][CH:61]=[C:60]([C:64]([C:67]#[N:68])([CH3:65])[CH3:66])[CH:59]=2)[CH:52]=[CH:53][C:54]=1[CH3:55])=[O:13], predict the reactants needed to synthesize it. The reactants are: [NH2:1][C:2]1[C:10]2[C:5](=[N:6][CH:7]=[CH:8][N:9]=2)[S:4][C:3]=1[C:11]([OH:13])=O.CN(C(ON1N=NC2C=CC=NC1=2)=[N+](C)C)C.F[P-](F)(F)(F)(F)F.CCN(C(C)C)C(C)C.Cl.[NH2:48][C:49]1[CH:50]=[C:51]([NH:56][C:57](=[O:69])[C:58]2[CH:63]=[CH:62][CH:61]=[C:60]([C:64]([C:67]#[N:68])([CH3:66])[CH3:65])[CH:59]=2)[CH:52]=[CH:53][C:54]=1[CH3:55]. (3) Given the product [Br:1][C:2]1[N:3]=[C:4]([NH:16][CH:13]([CH3:15])[CH3:14])[C:5]2[N:6]([C:8](=[O:11])[NH:9][N:10]=2)[CH:7]=1, predict the reactants needed to synthesize it. The reactants are: [Br:1][C:2]1[N:3]=[C:4](Cl)[C:5]2[N:6]([C:8](=[O:11])[NH:9][N:10]=2)[CH:7]=1.[CH:13]([NH2:16])([CH3:15])[CH3:14]. (4) Given the product [CH3:12][O:7][C:6](=[O:8])[C:5]1[C:4](=[CH:3][C:2]([I:1])=[CH:10][CH:9]=1)[OH:11], predict the reactants needed to synthesize it. The reactants are: [I:1][C:2]1[CH:3]=[C:4]([OH:11])[C:5](=[CH:9][CH:10]=1)[C:6]([OH:8])=[O:7].[C:12]([O-])(O)=O.[Na+].C(=O)=O.CI. (5) Given the product [Br:1][CH2:2][C@H:3]([CH3:6])[CH2:4][O:5][Si:16]([C:12]([CH3:15])([CH3:14])[CH3:13])([C:23]1[CH:24]=[CH:25][CH:26]=[CH:27][CH:28]=1)[C:17]1[CH:22]=[CH:21][CH:20]=[CH:19][CH:18]=1, predict the reactants needed to synthesize it. The reactants are: [Br:1][CH2:2][C@H:3]([CH3:6])[CH2:4][OH:5].N1C=CN=C1.[C:12]([Si:16](Cl)([C:23]1[CH:28]=[CH:27][CH:26]=[CH:25][CH:24]=1)[C:17]1[CH:22]=[CH:21][CH:20]=[CH:19][CH:18]=1)([CH3:15])([CH3:14])[CH3:13].[Cl-].[NH4+].